From a dataset of Peptide-MHC class II binding affinity with 134,281 pairs from IEDB. Regression. Given a peptide amino acid sequence and an MHC pseudo amino acid sequence, predict their binding affinity value. This is MHC class II binding data. (1) The peptide sequence is WNSGNEWITDFAGKT. The MHC is DRB1_0701 with pseudo-sequence DRB1_0701. The binding affinity (normalized) is 0.168. (2) The peptide sequence is AFKVAATAASAAPAN. The MHC is HLA-DPA10201-DPB11401 with pseudo-sequence HLA-DPA10201-DPB11401. The binding affinity (normalized) is 0.696. (3) The peptide sequence is QYENLKYTVIITVHT. The MHC is DRB1_1101 with pseudo-sequence DRB1_1101. The binding affinity (normalized) is 0.471. (4) The binding affinity (normalized) is 0.770. The MHC is HLA-DPA10301-DPB10402 with pseudo-sequence HLA-DPA10301-DPB10402. The peptide sequence is IDSSYFANVLAKKMP.